Dataset: Catalyst prediction with 721,799 reactions and 888 catalyst types from USPTO. Task: Predict which catalyst facilitates the given reaction. (1) Reactant: [CH3:1][C:2]1[C:6]([C:7]([C:10]2[CH:15]=[CH:14][C:13]([O:16][C:17]([F:20])([F:19])[F:18])=[CH:12][CH:11]=2)=[N:8]O)=[C:5]([CH3:21])[O:4][N:3]=1.Cl.C(=O)([O-])O.[Na+]. Product: [CH3:1][C:2]1[C:6]([CH:7]([C:10]2[CH:11]=[CH:12][C:13]([O:16][C:17]([F:19])([F:18])[F:20])=[CH:14][CH:15]=2)[NH2:8])=[C:5]([CH3:21])[O:4][N:3]=1. The catalyst class is: 7. (2) Reactant: [F:1][C:2]1[CH:7]=[C:6]([OH:8])[C:5]([O:9][CH3:10])=[CH:4][C:3]=1[C:11]1[CH:12]=[N:13][N:14]([C:16]([O:18][C:19]([CH3:22])([CH3:21])[CH3:20])=[O:17])[CH:15]=1.C(N(CC)CC)C.C1C=CC(N([S:37]([C:40]([F:43])([F:42])[F:41])(=[O:39])=[O:38])[S:37]([C:40]([F:43])([F:42])[F:41])(=[O:39])=[O:38])=CC=1. The catalyst class is: 2. Product: [F:1][C:2]1[CH:7]=[C:6]([O:8][S:37]([C:40]([F:43])([F:42])[F:41])(=[O:39])=[O:38])[C:5]([O:9][CH3:10])=[CH:4][C:3]=1[C:11]1[CH:12]=[N:13][N:14]([C:16]([O:18][C:19]([CH3:22])([CH3:21])[CH3:20])=[O:17])[CH:15]=1. (3) Reactant: [Cl:1][C:2]1[N:7]=[C:6]([NH:8][CH2:9][CH:10]2[CH2:12][CH2:11]2)[CH:5]=[N:4][CH:3]=1.[CH2:13]([Li])CCC.IC.S([O-])([O-])(=O)=S.[Na+].[Na+]. Product: [Cl:1][C:2]1[N:7]=[C:6]([N:8]([CH2:9][CH:10]2[CH2:11][CH2:12]2)[CH3:13])[CH:5]=[N:4][CH:3]=1. The catalyst class is: 7. (4) Reactant: [C:1]1([N:7]=[C:8]([S:11][CH2:12][C:13]2[CH:18]=[CH:17][CH:16]=[CH:15][CH:14]=2)[C:9]#[CH:10])[CH:6]=[CH:5][CH:4]=[CH:3][CH:2]=1.[F:19][C:20]1[CH:27]=[CH:26][C:23]([CH2:24][SH:25])=[CH:22][CH:21]=1.CC(C)([O-])C.[K+]. Product: [F:19][C:20]1[CH:27]=[CH:26][C:23]([CH2:24][S:25][CH:10]=[CH:9][C:8](=[N:7][C:1]2[CH:2]=[CH:3][CH:4]=[CH:5][CH:6]=2)[S:11][CH2:12][C:13]2[CH:18]=[CH:17][CH:16]=[CH:15][CH:14]=2)=[CH:22][CH:21]=1. The catalyst class is: 22. (5) Reactant: [F:1][C:2]1([CH3:16])[C:7](=[O:8])[CH2:6][CH2:5][N:4]([C:9]([O:11][C:12]([CH3:15])([CH3:14])[CH3:13])=[O:10])[CH2:3]1.[BH4-].[Na+]. Product: [F:1][C:2]1([CH3:16])[CH:7]([OH:8])[CH2:6][CH2:5][N:4]([C:9]([O:11][C:12]([CH3:15])([CH3:14])[CH3:13])=[O:10])[CH2:3]1. The catalyst class is: 5.